Task: Regression. Given a peptide amino acid sequence and an MHC pseudo amino acid sequence, predict their binding affinity value. This is MHC class II binding data.. Dataset: Peptide-MHC class II binding affinity with 134,281 pairs from IEDB (1) The peptide sequence is SQVHIRRPGGAGRDG. The MHC is HLA-DQA10102-DQB10602 with pseudo-sequence HLA-DQA10102-DQB10602. The binding affinity (normalized) is 0.114. (2) The peptide sequence is MSMSMILVGVIMMFL. The MHC is DRB1_0404 with pseudo-sequence DRB1_0404. The binding affinity (normalized) is 0.0961.